Regression. Given two drug SMILES strings and cell line genomic features, predict the synergy score measuring deviation from expected non-interaction effect. From a dataset of NCI-60 drug combinations with 297,098 pairs across 59 cell lines. (1) Drug 1: CN1CCC(CC1)COC2=C(C=C3C(=C2)N=CN=C3NC4=C(C=C(C=C4)Br)F)OC. Drug 2: CC1C(C(CC(O1)OC2CC(CC3=C2C(=C4C(=C3O)C(=O)C5=C(C4=O)C(=CC=C5)OC)O)(C(=O)CO)O)N)O.Cl. Cell line: OVCAR3. Synergy scores: CSS=40.9, Synergy_ZIP=-2.45, Synergy_Bliss=-1.53, Synergy_Loewe=-8.41, Synergy_HSA=1.09. (2) Drug 1: COC1=C(C=C2C(=C1)N=CN=C2NC3=CC(=C(C=C3)F)Cl)OCCCN4CCOCC4. Drug 2: CC1C(C(CC(O1)OC2CC(CC3=C2C(=C4C(=C3O)C(=O)C5=CC=CC=C5C4=O)O)(C(=O)C)O)N)O. Cell line: SW-620. Synergy scores: CSS=41.2, Synergy_ZIP=0.871, Synergy_Bliss=0.284, Synergy_Loewe=-23.2, Synergy_HSA=2.14. (3) Drug 1: CCC1=CC2CC(C3=C(CN(C2)C1)C4=CC=CC=C4N3)(C5=C(C=C6C(=C5)C78CCN9C7C(C=CC9)(C(C(C8N6C)(C(=O)OC)O)OC(=O)C)CC)OC)C(=O)OC.C(C(C(=O)O)O)(C(=O)O)O. Drug 2: C1CC(C1)(C(=O)O)C(=O)O.[NH2-].[NH2-].[Pt+2]. Cell line: NCI-H460. Synergy scores: CSS=78.5, Synergy_ZIP=-0.305, Synergy_Bliss=-0.107, Synergy_Loewe=2.16, Synergy_HSA=2.85. (4) Synergy scores: CSS=5.24, Synergy_ZIP=-4.68, Synergy_Bliss=-7.38, Synergy_Loewe=-1.78, Synergy_HSA=-1.59. Drug 2: C1CNP(=O)(OC1)N(CCCl)CCCl. Drug 1: CS(=O)(=O)CCNCC1=CC=C(O1)C2=CC3=C(C=C2)N=CN=C3NC4=CC(=C(C=C4)OCC5=CC(=CC=C5)F)Cl. Cell line: HCC-2998. (5) Drug 1: CC1=C(C=C(C=C1)NC(=O)C2=CC=C(C=C2)CN3CCN(CC3)C)NC4=NC=CC(=N4)C5=CN=CC=C5. Drug 2: CC1C(C(CC(O1)OC2CC(CC3=C2C(=C4C(=C3O)C(=O)C5=CC=CC=C5C4=O)O)(C(=O)C)O)N)O. Cell line: TK-10. Synergy scores: CSS=33.5, Synergy_ZIP=-1.04, Synergy_Bliss=-2.29, Synergy_Loewe=-54.9, Synergy_HSA=-5.03. (6) Drug 1: C1=C(C(=O)NC(=O)N1)F. Drug 2: CCC(=C(C1=CC=CC=C1)C2=CC=C(C=C2)OCCN(C)C)C3=CC=CC=C3.C(C(=O)O)C(CC(=O)O)(C(=O)O)O. Cell line: SF-295. Synergy scores: CSS=28.8, Synergy_ZIP=-1.91, Synergy_Bliss=-3.84, Synergy_Loewe=-4.06, Synergy_HSA=-2.44.